This data is from Catalyst prediction with 721,799 reactions and 888 catalyst types from USPTO. The task is: Predict which catalyst facilitates the given reaction. (1) Reactant: [N:1]1([C:8]2[CH:17]=[CH:16][C:11]([C:12]([O:14]C)=[O:13])=[CH:10][C:9]=2[N+:18]([O-:20])=[O:19])[CH2:6][CH2:5][O:4][CH2:3][C:2]1=[O:7].[OH-:21].[Li+]. Product: [C:2]([CH2:3][O:4][CH2:5][CH2:6][NH:1][C:8]1[CH:17]=[CH:16][C:11]([C:12]([OH:14])=[O:13])=[CH:10][C:9]=1[N+:18]([O-:20])=[O:19])([OH:21])=[O:7]. The catalyst class is: 5. (2) Reactant: [CH:1]([CH:4]1[CH2:9][NH:8][C:7]2[CH:10]=[CH:11][CH:12]=[C:13]([CH:14]([CH3:16])[CH3:15])[C:6]=2[O:5]1)([CH3:3])[CH3:2].N1C=CC=CC=1.[CH2:23]([O:30][C:31]1[C:39]([Cl:40])=[CH:38][C:34]([C:35](Cl)=[O:36])=[CH:33][C:32]=1[Cl:41])[C:24]1[CH:29]=[CH:28][CH:27]=[CH:26][CH:25]=1.O. Product: [CH2:23]([O:30][C:31]1[C:32]([Cl:41])=[CH:33][C:34]([C:35]([N:8]2[C:7]3[CH:10]=[CH:11][CH:12]=[C:13]([CH:14]([CH3:16])[CH3:15])[C:6]=3[O:5][CH:4]([CH:1]([CH3:3])[CH3:2])[CH2:9]2)=[O:36])=[CH:38][C:39]=1[Cl:40])[C:24]1[CH:25]=[CH:26][CH:27]=[CH:28][CH:29]=1. The catalyst class is: 22. (3) Reactant: [F:1][C:2]([F:6])([F:5])[CH2:3][OH:4].[NH2:7][C:8]1[C:18]([N+:19]([O-:21])=[O:20])=[CH:17][C:11]([C:12]([O:14][CH2:15][CH3:16])=[O:13])=[C:10](F)[CH:9]=1.O. Product: [NH2:7][C:8]1[C:18]([N+:19]([O-:21])=[O:20])=[CH:17][C:11]([C:12]([O:14][CH2:15][CH3:16])=[O:13])=[C:10]([O:4][CH2:3][C:2]([F:6])([F:5])[F:1])[CH:9]=1. The catalyst class is: 1. (4) Reactant: [C:1]([NH:4][C:5]1[CH:10]=[CH:9][C:8]([CH2:11][C:12]([NH:14][C:15]2[C:16](=[O:56])[N:17]([CH2:48][C:49]3[CH:54]=[CH:53][CH:52]=[CH:51][C:50]=3[F:55])[C:18](=[O:47])[N:19]([CH2:22][C:23]3[N:27]=[CH:26][N:25]([C:28]([C:41]4[CH:46]=[CH:45][CH:44]=[CH:43][CH:42]=4)([C:35]4[CH:40]=[CH:39][CH:38]=[CH:37][CH:36]=4)[C:29]4[CH:34]=[CH:33][CH:32]=[CH:31][CH:30]=4)[N:24]=3)[C:20]=2[NH2:21])=O)=[CH:7][CH:6]=1)(=[O:3])[CH3:2].[OH-].[Na+].Cl. Product: [F:55][C:50]1[CH:51]=[CH:52][CH:53]=[CH:54][C:49]=1[CH2:48][N:17]1[C:16](=[O:56])[C:15]2[NH:14][C:12]([CH2:11][C:8]3[CH:9]=[CH:10][C:5]([NH:4][C:1](=[O:3])[CH3:2])=[CH:6][CH:7]=3)=[N:21][C:20]=2[N:19]([CH2:22][C:23]2[N:27]=[CH:26][N:25]([C:28]([C:35]3[CH:40]=[CH:39][CH:38]=[CH:37][CH:36]=3)([C:41]3[CH:42]=[CH:43][CH:44]=[CH:45][CH:46]=3)[C:29]3[CH:30]=[CH:31][CH:32]=[CH:33][CH:34]=3)[N:24]=2)[C:18]1=[O:47]. The catalyst class is: 5. (5) Reactant: Cl.Cl.[F:3][C:4]([F:35])([F:34])[C:5]1[CH:33]=[CH:32][C:8]([CH2:9][N:10]2[CH2:31][CH2:30][C:13]3[NH:14][C:15]4[CH:16]=[CH:17][C:18]([C:21]([NH:23][CH:24]5[CH2:29][CH2:28][NH:27][CH2:26][CH2:25]5)=[O:22])=[CH:19][C:20]=4[C:12]=3[CH2:11]2)=[CH:7][CH:6]=1.Br.Br[CH2:38][C:39]1[CH:44]=[CH:43][N:42]=[CH:41][CH:40]=1.C(N(CC)CC)C.C(=O)(O)[O-].[Na+]. Product: [N:42]1[CH:43]=[CH:44][C:39]([CH2:38][N:27]2[CH2:28][CH2:29][CH:24]([NH:23][C:21]([C:18]3[CH:17]=[CH:16][C:15]4[NH:14][C:13]5[CH2:30][CH2:31][N:10]([CH2:9][C:8]6[CH:32]=[CH:33][C:5]([C:4]([F:3])([F:34])[F:35])=[CH:6][CH:7]=6)[CH2:11][C:12]=5[C:20]=4[CH:19]=3)=[O:22])[CH2:25][CH2:26]2)=[CH:40][CH:41]=1. The catalyst class is: 3. (6) Product: [Cl:1][C:2]1[CH:9]=[CH:8][C:5]([OH:26])=[C:4]([O:10][C:11]2[CH:16]=[CH:15][CH:14]=[CH:13][C:12]=2[F:17])[CH:3]=1. Reactant: [Cl:1][C:2]1[CH:9]=[CH:8][C:5](C=O)=[C:4]([O:10][C:11]2[CH:16]=[CH:15][CH:14]=[CH:13][C:12]=2[F:17])[CH:3]=1.C1C=C(Cl)C=C(C(OO)=[O:26])C=1.C(=O)([O-])[O-].[K+].[K+]. The catalyst class is: 22. (7) Reactant: [Cl:1][C:2]1[CH:3]=[C:4]([CH:9]=[CH:10][CH:11]=1)[C:5]([NH:7][NH2:8])=[O:6].[CH:12]1([N:15]=[C:16]=[O:17])[CH2:14][CH2:13]1. Product: [Cl:1][C:2]1[CH:3]=[C:4]([CH:9]=[CH:10][CH:11]=1)[C:5]([NH:7][NH:8][C:16]([NH:15][CH:12]1[CH2:14][CH2:13]1)=[O:17])=[O:6]. The catalyst class is: 7. (8) Reactant: [F:1][C:2]([F:26])([F:25])[C@@H:3]1[CH2:8][CH2:7][C@H:6]([O:9][C:10]2[CH:11]=[C:12]3[C:17](=[CH:18][CH:19]=2)[CH:16]=[C:15]([CH2:20][C:21]([O:23][CH3:24])=[O:22])[CH:14]=[CH:13]3)[CH2:5][CH2:4]1.C1C(=O)N([I:34])C(=O)C1.C(O)(C(F)(F)F)=O. Product: [I:34][C:11]1[C:10]([O:9][C@H:6]2[CH2:7][CH2:8][C@@H:3]([C:2]([F:25])([F:26])[F:1])[CH2:4][CH2:5]2)=[CH:19][CH:18]=[C:17]2[C:12]=1[CH:13]=[CH:14][C:15]([CH2:20][C:21]([O:23][CH3:24])=[O:22])=[CH:16]2. The catalyst class is: 144. (9) Reactant: Cl.[Cl:2][C:3]1[C:8]([NH:9][NH2:10])=[CH:7][CH:6]=[CH:5][N:4]=1.[C:11](OCC)(=[O:19])[C:12]#[C:13][C:14]([O:16][CH2:17][CH3:18])=[O:15].Cl. Product: [Cl:2][C:3]1[C:8]([N:9]2[C:11]([OH:19])=[CH:12][C:13]([C:14]([O:16][CH2:17][CH3:18])=[O:15])=[N:10]2)=[CH:7][CH:6]=[CH:5][N:4]=1. The catalyst class is: 8. (10) Reactant: [N+:1]([C:4]1[N:9]=[CH:8][C:7]([N:10]2[CH2:15][CH2:14][N:13]([C:16]([O:18][C:19]([CH3:22])([CH3:21])[CH3:20])=[O:17])[CH2:12][C:11]2=[O:23])=[CH:6][CH:5]=1)([O-])=O. Product: [NH2:1][C:4]1[N:9]=[CH:8][C:7]([N:10]2[CH2:15][CH2:14][N:13]([C:16]([O:18][C:19]([CH3:21])([CH3:20])[CH3:22])=[O:17])[CH2:12][C:11]2=[O:23])=[CH:6][CH:5]=1. The catalyst class is: 8.